Dataset: Catalyst prediction with 721,799 reactions and 888 catalyst types from USPTO. Task: Predict which catalyst facilitates the given reaction. (1) Reactant: [CH2:1]([O:8][CH2:9][CH2:10][OH:11])[C:2]1[CH:7]=[CH:6][CH:5]=[CH:4][CH:3]=1.C1(C)C=CC(S(Cl)(=O)=O)=CC=1.[OH-].[Na+].[CH2:25]([O:32][C:33]1[CH:38]=[CH:37][C:36](O)=[CH:35][CH:34]=1)[C:26]1[CH:31]=[CH:30][CH:29]=[CH:28][CH:27]=1. Product: [CH2:1]([O:8][CH2:9][CH2:10][O:11][C:36]1[CH:37]=[CH:38][C:33]([O:32][CH2:25][C:26]2[CH:31]=[CH:30][CH:29]=[CH:28][CH:27]=2)=[CH:34][CH:35]=1)[C:2]1[CH:7]=[CH:6][CH:5]=[CH:4][CH:3]=1. The catalyst class is: 10. (2) Reactant: [CH3:1][C:2]1[C:10]([O:11][CH2:12][CH2:13][N:14]2[CH2:19][CH2:18][O:17][CH2:16][CH2:15]2)=[CH:9][C:8]([CH3:20])=[C:7]2[C:3]=1[C:4](=O)[C:5](=O)[NH:6]2.[NH2:23][N:24]1[C:28]([NH2:29])=[N:27][N:26]=[C:25]1[CH2:30][C:31]1[CH:36]=[CH:35][C:34]([OH:37])=[CH:33][CH:32]=1. Product: [CH3:1][C:2]1[C:10]([O:11][CH2:12][CH2:13][N:14]2[CH2:19][CH2:18][O:17][CH2:16][CH2:15]2)=[CH:9][C:8]([CH3:20])=[C:7]2[C:3]=1[C:4]1[C:5]([NH:6]2)=[N:29][C:28]2=[N:27][N:26]=[C:25]([CH2:30][C:31]3[CH:36]=[CH:35][C:34]([OH:37])=[CH:33][CH:32]=3)[N:24]2[N:23]=1. The catalyst class is: 14. (3) Reactant: [N+:1]([C:4]1[CH:5]=[C:6]([NH:10][S:11]([CH3:14])(=[O:13])=[O:12])[CH:7]=[CH:8][CH:9]=1)([O-])=O.[Cl-].[NH4+].O. Product: [NH2:1][C:4]1[CH:5]=[C:6]([NH:10][S:11]([CH3:14])(=[O:13])=[O:12])[CH:7]=[CH:8][CH:9]=1. The catalyst class is: 415. (4) Reactant: [CH:1]([C:3]1[CH:4]=[CH:5][C:6]2[N:7]([CH3:16])[C:8]3[C:13]([C:14]=2[CH:15]=1)=[CH:12][CH:11]=[CH:10][CH:9]=3)=O.Cl.NO.C(O)(=O)C.[N:24]1C=CC=CC=1. Product: [C:1]([C:3]1[CH:4]=[CH:5][C:6]2[N:7]([CH3:16])[C:8]3[C:13]([C:14]=2[CH:15]=1)=[CH:12][CH:11]=[CH:10][CH:9]=3)#[N:24]. The catalyst class is: 18. (5) Reactant: [Cl:1][CH:2]([Cl:24])[C:3]([NH:5][C@H:6]([C@H:12]([C:14]1[CH:19]=[CH:18][C:17]([S:20]([CH3:23])(=[O:22])=[O:21])=[CH:16][CH:15]=1)[OH:13])[C:7]([O:9][CH2:10][CH3:11])=[O:8])=O.S(Cl)(Cl)=O.C(N(CC)CC)C.O. Product: [Cl:1][CH:2]([Cl:24])[C:3]1[O:13][C@H:12]([C:14]2[CH:19]=[CH:18][C:17]([S:20]([CH3:23])(=[O:22])=[O:21])=[CH:16][CH:15]=2)[C@H:6]([C:7]([O:9][CH2:10][CH3:11])=[O:8])[N:5]=1. The catalyst class is: 22. (6) Reactant: [C:1]([S:4][C:5]1[C:10]([CH2:11][CH2:12][C:13]([O:15]CC)=[O:14])=[CH:9][CH:8]=[CH:7][CH:6]=1)(=[O:3])[CH3:2].C([O-])(=O)C.[Na+]. Product: [C:1]([S:4][C:5]1[C:10]([CH2:11][CH2:12][C:13]([OH:15])=[O:14])=[CH:9][CH:8]=[CH:7][CH:6]=1)(=[O:3])[CH3:2]. The catalyst class is: 107. (7) Reactant: [CH3:1][C:2]1([C:6]([OH:8])=O)[CH2:5][O:4][CH2:3]1.CN(C(ON1N=NC2C=CC=NC1=2)=[N+](C)C)C.F[P-](F)(F)(F)(F)F.[I:33][C:34]1[CH:42]=[C:41]2[C:37]([CH:38]=[N:39][N:40]2[C:43]2[C:48]([NH2:49])=[CH:47][N:46]=[C:45]([NH2:50])[N:44]=2)=[CH:36][CH:35]=1.C(N(CC)CC)C. Product: [NH2:50][C:45]1[N:44]=[C:43]([N:40]2[C:41]3[C:37](=[CH:36][CH:35]=[C:34]([I:33])[CH:42]=3)[CH:38]=[N:39]2)[C:48]([NH:49][C:6]([C:2]2([CH3:1])[CH2:5][O:4][CH2:3]2)=[O:8])=[CH:47][N:46]=1. The catalyst class is: 31. (8) Reactant: C(OC([N:8]1[CH2:13][CH2:12][N:11]([C:14](=[O:18])[CH2:15][CH2:16][OH:17])[CH2:10][CH2:9]1)=O)(C)(C)C.[ClH:19].O1CCOCC1. Product: [ClH:19].[O:18]=[C:14]([N:11]1[CH2:10][CH2:9][NH:8][CH2:13][CH2:12]1)[CH2:15][CH2:16][OH:17]. The catalyst class is: 5.